From a dataset of hERG potassium channel inhibition data for cardiac toxicity prediction from Karim et al.. Regression/Classification. Given a drug SMILES string, predict its toxicity properties. Task type varies by dataset: regression for continuous values (e.g., LD50, hERG inhibition percentage) or binary classification for toxic/non-toxic outcomes (e.g., AMES mutagenicity, cardiotoxicity, hepatotoxicity). Dataset: herg_karim. (1) The drug is Cc1nc2ncccc2c(=O)n1-c1ccc(OC2CCN(C3CCC3)CC2)cc1. The result is 0 (non-blocker). (2) The molecule is O=S(=O)(c1ccc(C=Cc2ccc(F)cc2O)nc1)c1ccccc1F. The result is 1 (blocker). (3) The molecule is Cc1nc2cccc(C(F)(F)F)c2c(=O)n1-c1ccc(OC2CCN(C3CCC3)CC2)cc1. The result is 0 (non-blocker). (4) The compound is CS(=O)(=O)c1ccc(-c2cnc(N)c(-c3ccc(C(F)(F)F)nc3)c2)cc1. The result is 1 (blocker). (5) The result is 1 (blocker). The compound is Cc1cc(Nc2ncc(Cl)c(Nc3ccccc3S(=O)(=O)C(C)C)n2)c(OC2CCC2)cc1C1CCNCC1.